Dataset: Forward reaction prediction with 1.9M reactions from USPTO patents (1976-2016). Task: Predict the product of the given reaction. (1) Given the reactants C([N:4]([CH2:20][CH2:21][C:22]([NH:25][C:26]([O:28][C:29]([CH3:32])([CH3:31])[CH3:30])=[O:27])([CH3:24])[CH3:23])[C:5]1[C:14]([N+:15]([O-:17])=[O:16])=[CH:13][C:8]([C:9]([O:11][CH3:12])=[O:10])=[C:7]([O:18][CH3:19])[CH:6]=1)(=O)C.C[O-].[Na+].Cl, predict the reaction product. The product is: [C:29]([O:28][C:26]([NH:25][C:22]([CH3:24])([CH3:23])[CH2:21][CH2:20][NH:4][C:5]1[C:14]([N+:15]([O-:17])=[O:16])=[CH:13][C:8]([C:9]([O:11][CH3:12])=[O:10])=[C:7]([O:18][CH3:19])[CH:6]=1)=[O:27])([CH3:31])([CH3:32])[CH3:30]. (2) Given the reactants O=[C:2]1[CH2:7][CH2:6][N:5]([C:8]2[CH:13]=[CH:12][C:11]([NH:14][S:15]([C:18]3[CH:23]=[CH:22][C:21]([NH:24][C:25](=[O:27])[CH3:26])=[CH:20][CH:19]=3)(=[O:17])=[O:16])=[CH:10][CH:9]=2)[CH2:4][CH2:3]1.[NH2:28][CH2:29][C@H:30]([OH:39])[CH2:31][O:32][C:33]1[CH:38]=[CH:37][CH:36]=[CH:35][CH:34]=1, predict the reaction product. The product is: [OH:39][C@H:30]([CH2:31][O:32][C:33]1[CH:38]=[CH:37][CH:36]=[CH:35][CH:34]=1)[CH2:29][NH:28][CH:2]1[CH2:3][CH2:4][N:5]([C:8]2[CH:13]=[CH:12][C:11]([NH:14][S:15]([C:18]3[CH:23]=[CH:22][C:21]([NH:24][C:25](=[O:27])[CH3:26])=[CH:20][CH:19]=3)(=[O:17])=[O:16])=[CH:10][CH:9]=2)[CH2:6][CH2:7]1. (3) Given the reactants C[Si]([CH2:5][C:6]#[N:7])(C)C.C([N-]C(C)C)(C)C.[Li+].[C:16]([O:20][C:21]([N:23]1[CH2:28][CH2:27][CH:26]([O:29][Si:30]([C:33]([CH3:36])([CH3:35])[CH3:34])([CH3:32])[CH3:31])[C:25](=O)[CH2:24]1)=[O:22])([CH3:19])([CH3:18])[CH3:17], predict the reaction product. The product is: [C:16]([O:20][C:21]([N:23]1[CH2:28][CH2:27][CH:26]([O:29][Si:30]([C:33]([CH3:36])([CH3:34])[CH3:35])([CH3:31])[CH3:32])/[C:25](=[CH:5]\[C:6]#[N:7])/[CH2:24]1)=[O:22])([CH3:18])([CH3:17])[CH3:19].